Dataset: Forward reaction prediction with 1.9M reactions from USPTO patents (1976-2016). Task: Predict the product of the given reaction. The product is: [Cl:7][C:8]1[CH:13]=[CH:12][CH:11]=[CH:10][C:9]=1[C:14]1[N:19]([CH2:35][CH:32]2[CH2:34][CH2:33]2)[C:18](=[O:20])[C:17]([NH:21][C:22](=[O:31])[O:23][CH2:24][C:25]2[CH:30]=[CH:29][CH:28]=[CH:27][CH:26]=2)=[CH:16][CH:15]=1. Given the reactants C(=O)([O-])[O-].[Cs+].[Cs+].[Cl:7][C:8]1[CH:13]=[CH:12][CH:11]=[CH:10][C:9]=1[C:14]1[NH:19][C:18](=[O:20])[C:17]([NH:21][C:22](=[O:31])[O:23][CH2:24][C:25]2[CH:30]=[CH:29][CH:28]=[CH:27][CH:26]=2)=[CH:16][CH:15]=1.[CH:32]1([CH2:35]Br)[CH2:34][CH2:33]1.O, predict the reaction product.